From a dataset of Full USPTO retrosynthesis dataset with 1.9M reactions from patents (1976-2016). Predict the reactants needed to synthesize the given product. (1) Given the product [F:24][C:22]([F:23])([F:25])[C:19]1[CH:18]=[CH:17][C:16]([CH:14]([NH:13][C:12]([N:10]2[CH2:9][CH:8]([NH2:7])[CH2:11]2)=[O:26])[CH3:15])=[CH:21][CH:20]=1, predict the reactants needed to synthesize it. The reactants are: C(OC(=O)[NH:7][CH:8]1[CH2:11][N:10]([C:12](=[O:26])[NH:13][CH:14]([C:16]2[CH:21]=[CH:20][C:19]([C:22]([F:25])([F:24])[F:23])=[CH:18][CH:17]=2)[CH3:15])[CH2:9]1)(C)(C)C.N. (2) Given the product [C:1]([C:5]1[O:9][C:8]([CH2:10][N:16]2[CH2:21][CH2:20][CH2:19][CH2:18][CH2:17]2)=[C:7]([C:12]([O:14][CH3:15])=[O:13])[CH:6]=1)([CH3:4])([CH3:3])[CH3:2], predict the reactants needed to synthesize it. The reactants are: [C:1]([C:5]1[O:9][C:8]([CH2:10]Br)=[C:7]([C:12]([O:14][CH3:15])=[O:13])[CH:6]=1)([CH3:4])([CH3:3])[CH3:2].[NH:16]1[CH2:21][CH2:20][CH2:19][CH2:18][CH2:17]1. (3) Given the product [F:43][C:44]1[CH:49]=[CH:48][C:47]([C:11]2[NH:10][C:14]3[N:15]=[CH:16][N:17]=[C:18]([N:19]4[CH2:24][CH2:23][CH:22]([C:25]5[NH:26][C:27]([C:31]6[CH:36]=[CH:35][CH:34]=[C:33]([O:37][C:38]([F:40])([F:41])[F:39])[CH:32]=6)=[C:28]([CH3:30])[N:29]=5)[CH2:21][CH2:20]4)[C:13]=3[CH:12]=2)=[CH:46][CH:45]=1, predict the reactants needed to synthesize it. The reactants are: C1(S([N:10]2[C:14]3[N:15]=[CH:16][N:17]=[C:18]([N:19]4[CH2:24][CH2:23][CH:22]([C:25]5[NH:26][C:27]([C:31]6[CH:36]=[CH:35][CH:34]=[C:33]([O:37][C:38]([F:41])([F:40])[F:39])[CH:32]=6)=[C:28]([CH3:30])[N:29]=5)[CH2:21][CH2:20]4)[C:13]=3[CH:12]=[C:11]2I)(=O)=O)C=CC=CC=1.[F:43][C:44]1[CH:49]=[CH:48][C:47](B(O)O)=[CH:46][CH:45]=1.C(=O)([O-])[O-].[K+].[K+].C(#N)C.